Dataset: Reaction yield outcomes from USPTO patents with 853,638 reactions. Task: Predict the reaction yield, written as a fraction of the theoretical maximum amount of product (1.0 means a 100% yield; for example, 0.34 means a 34% yield). (1) The reactants are Cl[C:2]1[N:3]([CH:12]([CH3:14])[CH3:13])[C:4]2[CH:9]=[C:8]([Cl:10])[N:7]=[CH:6][C:5]=2[N:11]=1.[C:15]([O:19][C:20]([N:22]1[CH2:25][CH:24]([OH:26])[CH2:23]1)=[O:21])([CH3:18])([CH3:17])[CH3:16].C(=O)([O-])[O-].[Cs+].[Cs+]. The catalyst is CN(C)C=O.O. The product is [C:15]([O:19][C:20]([N:22]1[CH2:25][CH:24]([O:26][C:2]2[N:3]([CH:12]([CH3:14])[CH3:13])[C:4]3[CH:9]=[C:8]([Cl:10])[N:7]=[CH:6][C:5]=3[N:11]=2)[CH2:23]1)=[O:21])([CH3:18])([CH3:16])[CH3:17]. The yield is 0.870. (2) The reactants are O=[C:2]1[CH2:6][CH2:5][CH2:4][N:3]1[C:7]1[CH:12]=[CH:11][C:10]([N:13]2[CH:17]=[N:16][C:15]([C:18]3[CH:19]=[C:20]([CH:25]=[CH:26][CH:27]=3)[C:21]([O:23][CH3:24])=[O:22])=[N:14]2)=[CH:9][CH:8]=1. The catalyst is C1COCC1. The product is [N:3]1([C:7]2[CH:8]=[CH:9][C:10]([N:13]3[CH:17]=[N:16][C:15]([C:18]4[CH:19]=[C:20]([CH:25]=[CH:26][CH:27]=4)[C:21]([O:23][CH3:24])=[O:22])=[N:14]3)=[CH:11][CH:12]=2)[CH2:2][CH2:6][CH2:5][CH2:4]1. The yield is 0.840.